From a dataset of Full USPTO retrosynthesis dataset with 1.9M reactions from patents (1976-2016). Predict the reactants needed to synthesize the given product. (1) The reactants are: [SH:1][C:2]1[S:3][C:4]2[CH2:14][CH2:13][C:12]3[C:7](=[CH:8][CH:9]=[CH:10][C:11]=3[O:15][CH2:16][C:17]([O:19]CC)=[O:18])[C:5]=2[N:6]=1.[CH2:22](Br)[C:23]1[CH:28]=[CH:27][CH:26]=[CH:25][CH:24]=1. Given the product [CH2:22]([S:1][C:2]1[S:3][C:4]2[CH2:14][CH2:13][C:12]3[C:7](=[CH:8][CH:9]=[CH:10][C:11]=3[O:15][CH2:16][C:17]([OH:19])=[O:18])[C:5]=2[N:6]=1)[C:23]1[CH:28]=[CH:27][CH:26]=[CH:25][CH:24]=1, predict the reactants needed to synthesize it. (2) Given the product [F:32][C:31]([F:34])([F:33])[C:30]([C:27]1[CH:28]=[CH:29][C:24]([N:11]2[CH2:12][CH2:13][N:14]([S:16]([C:19]3[S:20][CH:21]=[CH:22][CH:23]=3)(=[O:18])=[O:17])[CH2:15][CH:10]2[CH2:9][O:8][CH2:1][C:2]2[CH:7]=[N:44][CH:5]=[CH:4][CH:3]=2)=[CH:25][CH:26]=1)([OH:36])[CH3:35], predict the reactants needed to synthesize it. The reactants are: [CH2:1]([O:8][CH2:9][CH:10]1[CH2:15][N:14]([S:16]([C:19]2[S:20][CH:21]=[CH:22][CH:23]=2)(=[O:18])=[O:17])[CH2:13][CH2:12][N:11]1[C:24]1[CH:29]=[CH:28][C:27]([C:30]([OH:36])([CH3:35])[C:31]([F:34])([F:33])[F:32])=[CH:26][CH:25]=1)[C:2]1[CH:7]=C[CH:5]=[CH:4][CH:3]=1.[H-].[Na+].Cl.ClCC1C=[N:44]C=CC=1.[NH4+].[Cl-]. (3) Given the product [C:7]([O:6][C:1]1[CH2:2][CH2:4][CH2:19][CH2:12][CH2:17][CH2:16][CH2:15][CH2:14][CH2:13][CH2:18][CH2:16][CH2:17][C@@H:12]([CH3:19])[CH:13]=1)(=[O:11])[CH:8]([CH3:9])[CH3:10], predict the reactants needed to synthesize it. The reactants are: [C:1]([O:6][C:7](=[O:11])[CH:8]([CH3:10])[CH3:9])(=O)[CH:2]([CH3:4])C.[C:12]1([CH3:19])[C:13]([CH3:18])=[CH:14][CH:15]=[CH:16][CH:17]=1. (4) Given the product [I:1][C:2]1[CH:9]=[CH:8][CH:7]=[CH:6][C:3]=1[CH2:4][P:10](=[O:17])([O:14][CH2:15][CH3:16])[O:11][CH2:12][CH3:13], predict the reactants needed to synthesize it. The reactants are: [I:1][C:2]1[CH:9]=[CH:8][CH:7]=[CH:6][C:3]=1[CH2:4]Br.[P:10]([O:17]CC)([O:14][CH2:15][CH3:16])[O:11][CH2:12][CH3:13]. (5) Given the product [C:1]1([C:7]#[C:8][C:10]2[CH:15]=[CH:14][N:13]=[C:12]([C:16]([OH:18])=[O:17])[CH:11]=2)[CH:6]=[CH:5][CH:4]=[CH:3][CH:2]=1, predict the reactants needed to synthesize it. The reactants are: [C:1]1([C:7]#[CH:8])[CH:6]=[CH:5][CH:4]=[CH:3][CH:2]=1.Br[C:10]1[CH:15]=[CH:14][N:13]=[C:12]([C:16]([OH:18])=[O:17])[CH:11]=1.C(N(CC)CC)C.